From a dataset of Catalyst prediction with 721,799 reactions and 888 catalyst types from USPTO. Predict which catalyst facilitates the given reaction. (1) Reactant: [CH3:1][N:2]1[C:10](=[O:11])[C:9]2[N:8](COCC[Si](C)(C)C)[C:7]([NH:20][C:21]3[CH:26]=[CH:25][CH:24]=[C:23]([C:27]([F:30])([F:29])[F:28])[CH:22]=3)=[N:6][C:5]=2[N:4]([CH3:31])[C:3]1=[O:32].Cl. Product: [CH3:1][N:2]1[C:10](=[O:11])[C:9]2[NH:8][C:7]([NH:20][C:21]3[CH:26]=[CH:25][CH:24]=[C:23]([C:27]([F:30])([F:29])[F:28])[CH:22]=3)=[N:6][C:5]=2[N:4]([CH3:31])[C:3]1=[O:32]. The catalyst class is: 8. (2) Reactant: [CH:1]1([CH:7]([C:9]2[CH:13]=[C:12]([CH:14]3[CH2:19][CH2:18][S:17][CH2:16][CH2:15]3)[S:11][C:10]=2[CH2:20][CH3:21])O)[CH2:6][CH2:5][CH2:4][CH2:3][CH2:2]1.S(Cl)([Cl:24])=O.C(=O)([O-])O.[Na+]. Product: [Cl:24][CH:7]([CH:1]1[CH2:6][CH2:5][CH2:4][CH2:3][CH2:2]1)[C:9]1[CH:13]=[C:12]([CH:14]2[CH2:19][CH2:18][S:17][CH2:16][CH2:15]2)[S:11][C:10]=1[CH2:20][CH3:21]. The catalyst class is: 11. (3) Reactant: Br[C:2]1[N:3]=[C:4]2[N:11]([CH2:12][CH3:13])[CH2:10][C:9](=[O:14])[NH:8][C:5]2=[N:6][CH:7]=1.[O:15]1[CH2:20][CH2:19][CH2:18][CH2:17][CH:16]1[N:21]1[CH:25]=[N:24][N:23]=[C:22]1[C:26]1[CH:31]=[CH:30][C:29](B2OC(C)(C)C(C)(C)O2)=[CH:28][CH:27]=1.C(=O)([O-])[O-].[Na+].[Na+]. Product: [CH2:12]([N:11]1[C:4]2[C:5](=[N:6][CH:7]=[C:2]([C:29]3[CH:30]=[CH:31][C:26]([C:22]4[N:21]([CH:16]5[CH2:17][CH2:18][CH2:19][CH2:20][O:15]5)[CH:25]=[N:24][N:23]=4)=[CH:27][CH:28]=3)[N:3]=2)[NH:8][C:9](=[O:14])[CH2:10]1)[CH3:13]. The catalyst class is: 117. (4) Product: [CH3:1][O:2][C:3]1[N:8]=[C:7]2[N:9]([CH2:14][CH2:15][CH2:16][NH:18][C@H:19]3[CH2:23][N:22]([C:24]4[CH:25]=[CH:26][C:27]5[O:28][CH2:29][C:30](=[O:34])[NH:31][C:32]=5[N:33]=4)[C:21](=[O:35])[CH2:20]3)[C:10](=[O:13])[CH:11]=[CH:12][C:6]2=[N:5][CH:4]=1. Reactant: [CH3:1][O:2][C:3]1[N:8]=[C:7]2[N:9]([CH2:14][CH2:15][CH:16]=O)[C:10](=[O:13])[CH:11]=[CH:12][C:6]2=[N:5][CH:4]=1.[NH2:18][C@H:19]1[CH2:23][N:22]([C:24]2[CH:25]=[CH:26][C:27]3[O:28][CH2:29][C:30](=[O:34])[NH:31][C:32]=3[N:33]=2)[C:21](=[O:35])[CH2:20]1.C(OC(=O)N[C@@H]1CC(=O)NC1)(C)(C)C.C(O)(=O)C.C(O[BH-](OC(=O)C)OC(=O)C)(=O)C.[Na+].C(=O)([O-])O.[Na+]. The catalyst class is: 9.